Task: Predict the reaction yield, written as a fraction of the theoretical maximum amount of product (1.0 means a 100% yield; for example, 0.34 means a 34% yield).. Dataset: Reaction yield outcomes from USPTO patents with 853,638 reactions (1) No catalyst specified. The reactants are [CH3:1][O:2][C:3]1[CH:8]=[CH:7][C:6]([C:9](=O)[CH3:10])=[CH:5][CH:4]=1.[NH2:12][C:13]([NH2:15])=[S:14]. The product is [NH2:15][C:13]1[S:14][CH:10]=[C:9]([C:6]2[CH:7]=[CH:8][C:3]([O:2][CH3:1])=[CH:4][CH:5]=2)[N:12]=1. The yield is 0.852. (2) The reactants are Cl[C:2]1[N:3]=[C:4]([NH:12][C:13]2[NH:17][N:16]=[C:15]([CH3:18])[CH:14]=2)[C:5]2[CH:11]=[CH:10][CH:9]=[N:8][C:6]=2[N:7]=1.[C:19]([O:23][C:24](=[O:32])[NH:25][C:26]12[CH2:31][CH:30]1[CH2:29][NH:28][CH2:27]2)([CH3:22])([CH3:21])[CH3:20].C(N(C(C)C)CC)(C)C. The catalyst is CN(C=O)C. The product is [C:19]([O:23][C:24](=[O:32])[NH:25][C:26]12[CH2:31][CH:30]1[CH2:29][N:28]([C:2]1[N:3]=[C:4]([NH:12][C:13]3[CH:14]=[C:15]([CH3:18])[NH:16][N:17]=3)[C:5]3[CH:11]=[CH:10][CH:9]=[N:8][C:6]=3[N:7]=1)[CH2:27]2)([CH3:22])([CH3:20])[CH3:21]. The yield is 0.300. (3) The reactants are Cl[C:2]1[N:3]=[CH:4][C:5]2[N:6]([CH3:19])[C:7](=[O:18])[C:8]3[CH:17]=[CH:16][CH:15]=[CH:14][C:9]=3[N:10]([CH3:13])[C:11]=2[N:12]=1.[NH2:20][C:21]1[CH:31]=[CH:30][C:24]([C:25]([O:27][CH2:28][CH3:29])=[O:26])=[CH:23][C:22]=1[O:32][CH3:33].CC(C1C=C(C(C)C)C(C2C=CC=CC=2P(C2CCCCC2)C2CCCCC2)=C(C(C)C)C=1)C.C(=O)([O-])[O-].[K+].[K+]. The catalyst is CC(O)(C)C. The product is [CH3:19][N:6]1[C:7](=[O:18])[C:8]2[CH:17]=[CH:16][CH:15]=[CH:14][C:9]=2[N:10]([CH3:13])[C:11]2[N:12]=[C:2]([NH:20][C:21]3[CH:31]=[CH:30][C:24]([C:25]([O:27][CH2:28][CH3:29])=[O:26])=[CH:23][C:22]=3[O:32][CH3:33])[N:3]=[CH:4][C:5]1=2. The yield is 0.490. (4) The reactants are Br[C:2]1[CH:9]=[CH:8][C:5]([CH:6]=[O:7])=[C:4]([Cl:10])[CH:3]=1.[C:11]1(B(O)O)[CH:16]=[CH:15][CH:14]=[CH:13][CH:12]=1.C(=O)([O-])[O-].[K+].[K+].CCCCCCC.C(Cl)(Cl)Cl. The catalyst is O1CCCC1.O.[Cl-].[Na+].O.[Pd].C1(P(C2C=CC=CC=2)C2C=CC=CC=2)C=CC=CC=1.C1(P(C2C=CC=CC=2)C2C=CC=CC=2)C=CC=CC=1.C1(P(C2C=CC=CC=2)C2C=CC=CC=2)C=CC=CC=1.C1(P(C2C=CC=CC=2)C2C=CC=CC=2)C=CC=CC=1. The product is [Cl:10][C:4]1[CH:3]=[C:2]([C:11]2[CH:16]=[CH:15][CH:14]=[CH:13][CH:12]=2)[CH:9]=[CH:8][C:5]=1[CH:6]=[O:7]. The yield is 0.650. (5) The reactants are F[C:2]1[CH:7]=[CH:6][C:5]([C:8]2[C:12]([C:13](=[O:15])C)=[C:11]([CH3:16])[O:10][N:9]=2)=[CH:4][CH:3]=1.C(Cl)(Cl)(Cl)[Cl:18].CC(N=NC(C#N)(C)C)(C#N)C.C1[C:39](=[O:40])N(Br)C(=O)C1.CCO[C:45](C)=[O:46]. No catalyst specified. The product is [CH3:45][O:46][C:13]([C:12]1[C:8]([C:5]2[CH:4]=[CH:3][C:2]([Cl:18])=[CH:7][CH:6]=2)=[N:9][O:10][C:11]=1[CH2:16][O:40][CH3:39])=[O:15]. The yield is 0.853. (6) The reactants are CC1(C)[O:6][CH:5]([CH2:7][O:8][NH:9][C:10]([C:12]2[C:20]([NH:21][C:22]3[CH:27]=[CH:26][C:25]([I:28])=[CH:24][C:23]=3[F:29])=[C:19]([F:30])[C:15]3[N:16]=[CH:17][S:18][C:14]=3[CH:13]=2)=[O:11])[CH2:4][O:3]1.FC(F)(F)C(O)=O.C(=O)(O)[O-].[Na+]. The catalyst is C(Cl)Cl. The product is [OH:6][CH:5]([CH2:4][OH:3])[CH2:7][O:8][NH:9][C:10]([C:12]1[C:20]([NH:21][C:22]2[CH:27]=[CH:26][C:25]([I:28])=[CH:24][C:23]=2[F:29])=[C:19]([F:30])[C:15]2[N:16]=[CH:17][S:18][C:14]=2[CH:13]=1)=[O:11]. The yield is 0.454.